This data is from Full USPTO retrosynthesis dataset with 1.9M reactions from patents (1976-2016). The task is: Predict the reactants needed to synthesize the given product. (1) Given the product [NH2:11][C:10]1[C:12]([F:17])=[CH:13][C:14]([Br:16])=[CH:15][C:9]=1[OH:8], predict the reactants needed to synthesize it. The reactants are: C([O:8][C:9]1[CH:15]=[C:14]([Br:16])[CH:13]=[C:12]([F:17])[C:10]=1[NH2:11])C1C=CC=CC=1.FC1C=CC=C(F)C=1[N+]([O-])=O. (2) Given the product [CH2:1]([C:4]1([S:7]([NH:28][C:15]2[C:14]([O:29][CH2:30][CH2:31][O:32][CH3:33])=[CH:13][C:12]([F:11])=[C:17]([F:18])[C:16]=2[NH:19][C:20]2[CH:25]=[CH:24][C:23]([I:26])=[CH:22][C:21]=2[F:27])(=[O:9])=[O:8])[CH2:6][CH2:5]1)[CH:2]=[CH2:3], predict the reactants needed to synthesize it. The reactants are: [CH2:1]([C:4]1([S:7](Cl)(=[O:9])=[O:8])[CH2:6][CH2:5]1)[CH:2]=[CH2:3].[F:11][C:12]1[C:17]([F:18])=[C:16]([NH:19][C:20]2[CH:25]=[CH:24][C:23]([I:26])=[CH:22][C:21]=2[F:27])[C:15]([NH2:28])=[C:14]([O:29][CH2:30][CH2:31][O:32][CH3:33])[CH:13]=1. (3) Given the product [CH3:33][C:34]1[CH:42]=[CH:41][C:37]([C:38]([NH:1][C:2]2[CH:7]=[C:6]([C:8]#[C:9][C:10]3[N:14]4[N:15]=[C:16]([C:19]5[CH:20]=[CH:21][C:22]([C:25]([N:27]6[CH2:28][CH2:29][O:30][CH2:31][CH2:32]6)=[O:26])=[CH:23][CH:24]=5)[CH:17]=[CH:18][C:13]4=[N:12][CH:11]=3)[CH:5]=[CH:4][N:3]=2)=[O:39])=[CH:36][CH:35]=1, predict the reactants needed to synthesize it. The reactants are: [NH2:1][C:2]1[CH:7]=[C:6]([C:8]#[C:9][C:10]2[N:14]3[N:15]=[C:16]([C:19]4[CH:24]=[CH:23][C:22]([C:25]([N:27]5[CH2:32][CH2:31][O:30][CH2:29][CH2:28]5)=[O:26])=[CH:21][CH:20]=4)[CH:17]=[CH:18][C:13]3=[N:12][CH:11]=2)[CH:5]=[CH:4][N:3]=1.[CH3:33][C:34]1[CH:42]=[CH:41][C:37]([C:38](Cl)=[O:39])=[CH:36][CH:35]=1. (4) The reactants are: N([O-])=O.[Na+].[N:5]1[N:9]2[CH:10]=[CH:11][C:12](N)=[CH:13][C:8]2=[CH:7][CH:6]=1.[OH-].[Na+].[ClH:17]. Given the product [Cl:17][C:12]1[CH:11]=[CH:10][N:9]2[N:5]=[CH:6][CH:7]=[C:8]2[CH:13]=1, predict the reactants needed to synthesize it. (5) Given the product [CH:14]1([C:12]#[C:13][C:2]2[CH:8]=[C:7]([N+:9]([O-:11])=[O:10])[CH:6]=[CH:5][C:3]=2[NH2:4])[CH2:16][CH2:15]1, predict the reactants needed to synthesize it. The reactants are: Br[C:2]1[CH:8]=[C:7]([N+:9]([O-:11])=[O:10])[CH:6]=[CH:5][C:3]=1[NH2:4].[C:12]([CH:14]1[CH2:16][CH2:15]1)#[CH:13].